This data is from Full USPTO retrosynthesis dataset with 1.9M reactions from patents (1976-2016). The task is: Predict the reactants needed to synthesize the given product. (1) Given the product [CH:15]1([C:14]2[N:13]=[C:12]([NH:17][C@@H:18]3[C:26]4[C:21](=[CH:22][CH:23]=[CH:24][CH:25]=4)[CH2:20][C@@H:19]3[OH:27])[C:11]([CH3:30])=[N:10][C:9]=2[C:3]2[CH:4]=[CH:5][C:6]([Cl:8])=[CH:7][C:2]=2[Cl:1])[CH2:16][CH2:33]1, predict the reactants needed to synthesize it. The reactants are: [Cl:1][C:2]1[CH:7]=[C:6]([Cl:8])[CH:5]=[CH:4][C:3]=1[C:9]1[N:10]=[C:11]([CH2:30]C)[C:12]([NH:17][C@@H:18]2[C:26]3[C:21](=[CH:22][CH:23]=[CH:24][CH:25]=3)[CH2:20][C@@H:19]2[O:27]CC)=[N:13][C:14]=1[CH2:15][CH3:16].Br[C:33]1N=C(C)C(N[C@@H]2C3C(=CC=CC=3)C[C@@H]2O)=NC=1C1CC1. (2) Given the product [I:1][C:2]1[CH:9]=[C:6]2[C:5](=[CH:4][CH:3]=1)[NH:10][CH:24]([C:23]([F:22])([F:32])[F:31])[C:25]([C:26]([O:28][CH2:29][CH3:30])=[O:27])=[CH:7]2, predict the reactants needed to synthesize it. The reactants are: [I:1][C:2]1[CH:3]=[CH:4][C:5]([NH2:10])=[C:6]([CH:9]=1)[CH:7]=O.CCCCCCC=CCCC.[F:22][C:23]([F:32])([F:31])/[CH:24]=[CH:25]/[C:26]([O:28][CH2:29][CH3:30])=[O:27]. (3) Given the product [C:35]([OH:42])(=[O:41])/[CH:36]=[CH:37]/[C:38]([OH:40])=[O:39].[F:34][C:2]([F:1])([F:33])[C:3]1[CH:28]=[C:27]([C:29]([F:31])([F:32])[F:30])[CH:26]=[CH:25][C:4]=1[CH2:5][N:6]1[CH2:7][CH2:8][CH:9](/[CH:12]=[C:13]2/[C:14]([NH:19][CH2:20][C:21]([OH:24])([CH3:23])[CH3:22])=[N:15][C:16](=[O:18])[S:17]/2)[CH2:10][CH2:11]1, predict the reactants needed to synthesize it. The reactants are: [F:1][C:2]([F:34])([F:33])[C:3]1[CH:28]=[C:27]([C:29]([F:32])([F:31])[F:30])[CH:26]=[CH:25][C:4]=1[CH2:5][N:6]1[CH2:11][CH2:10][CH:9](/[CH:12]=[C:13]2/[C:14]([NH:19][CH2:20][C:21]([OH:24])([CH3:23])[CH3:22])=[N:15][C:16](=[O:18])[S:17]/2)[CH2:8][CH2:7]1.[C:35]([OH:42])(=[O:41])/[CH:36]=[CH:37]/[C:38]([OH:40])=[O:39]. (4) Given the product [Br:5][C:6]1[C:7]([F:16])=[C:8]([C:24](=[O:25])[CH2:23][CH:17]2[CH2:22][CH2:21][CH2:20][CH2:19][CH2:18]2)[C:9]([O:14][CH3:15])=[CH:10][C:11]=1[O:12][CH3:13], predict the reactants needed to synthesize it. The reactants are: ClC(Cl)C.[Br:5][C:6]1[C:11]([O:12][CH3:13])=[CH:10][C:9]([O:14][CH3:15])=[CH:8][C:7]=1[F:16].[CH:17]1([CH2:23][C:24](Cl)=[O:25])[CH2:22][CH2:21][CH2:20][CH2:19][CH2:18]1.Cl. (5) The reactants are: Br[C:2]1[CH:7]=[C:6]([F:8])[C:5]([Br:9])=[CH:4][C:3]=1[F:10].C([Li])CCC.[C:16]([C:18]1[CH:23]=[CH:22][N:21]=[CH:20][CH:19]=1)#[N:17].[Cl-].[NH4+]. Given the product [Br:9][C:5]1[C:6]([F:8])=[CH:7][C:2]([C:16]([C:18]2[CH:23]=[CH:22][N:21]=[CH:20][CH:19]=2)=[NH:17])=[C:3]([F:10])[CH:4]=1, predict the reactants needed to synthesize it. (6) Given the product [CH3:8][C:4]1[CH:5]=[N:6][CH:7]=[C:2]([N:13]2[CH2:14][CH2:15][N:10]([CH3:9])[CH2:11][CH2:12]2)[N:3]=1, predict the reactants needed to synthesize it. The reactants are: Cl[C:2]1[CH:7]=[N:6][CH:5]=[C:4]([CH3:8])[N:3]=1.[CH3:9][N:10]1[CH2:15][CH2:14][NH:13][CH2:12][CH2:11]1. (7) The reactants are: [OH:1][C:2]1[C:7]2=[CH:8][CH:9]=[C:10]3[C:19]([N:18]=[C:17]4[C:12]([CH:13]=[CH:14][CH:15]=[C:16]4[C:20]([OH:22])=[O:21])=[N:11]3)=[C:6]2[CH:5]=[CH:4][CH:3]=1.[OH-].[Na+].[CH2:25](Br)[C:26]1[CH:31]=[CH:30][CH:29]=[CH:28][CH:27]=1. Given the product [CH2:25]([O:1][C:2]1[C:7]2=[CH:8][CH:9]=[C:10]3[C:19]([N:18]=[C:17]4[C:12]([CH:13]=[CH:14][CH:15]=[C:16]4[C:20]([OH:22])=[O:21])=[N:11]3)=[C:6]2[CH:5]=[CH:4][CH:3]=1)[C:26]1[CH:31]=[CH:30][CH:29]=[CH:28][CH:27]=1, predict the reactants needed to synthesize it.